Dataset: Reaction yield outcomes from USPTO patents with 853,638 reactions. Task: Predict the reaction yield, written as a fraction of the theoretical maximum amount of product (1.0 means a 100% yield; for example, 0.34 means a 34% yield). (1) The reactants are C[Al](C)C.[CH3:5][CH:6]([C@@H:8]1[NH:13][CH2:12][CH2:11][N:10]([C:14]2[N:19]=[CH:18][C:17]([C:20]([O:22]C)=O)=[CH:16][N:15]=2)[CH2:9]1)[CH3:7].[CH3:24][O:25][C:26]1[CH:27]=[C:28]([CH2:34][CH2:35][C:36]2[CH:37]=[C:38]([NH2:41])[NH:39][N:40]=2)[CH:29]=[C:30]([O:32][CH3:33])[CH:31]=1. The catalyst is C1(C)C=CC=CC=1. The product is [CH3:33][O:32][C:30]1[CH:29]=[C:28]([CH2:34][CH2:35][C:36]2[CH:37]=[C:38]([NH:41][C:20]([C:17]3[CH:18]=[N:19][C:14]([N:10]4[CH2:11][CH2:12][NH:13][C@@H:8]([CH:6]([CH3:5])[CH3:7])[CH2:9]4)=[N:15][CH:16]=3)=[O:22])[NH:39][N:40]=2)[CH:27]=[C:26]([O:25][CH3:24])[CH:31]=1. The yield is 0.620. (2) The reactants are [CH3:1][N:2]1[CH2:10][C:9]2[C:4](=[C:5]([N+:21]([O-])=O)[CH:6]=[CH:7][C:8]=2[N:11]2[CH2:16][CH2:15][CH:14]([C:17]([O:19][CH3:20])=[O:18])[CH2:13][CH2:12]2)[C:3]1=[O:24].[H][H]. The catalyst is CO.[Pd]. The product is [NH2:21][C:5]1[CH:6]=[CH:7][C:8]([N:11]2[CH2:12][CH2:13][CH:14]([C:17]([O:19][CH3:20])=[O:18])[CH2:15][CH2:16]2)=[C:9]2[C:4]=1[C:3](=[O:24])[N:2]([CH3:1])[CH2:10]2. The yield is 0.720. (3) The reactants are [CH3:1][S:2]([C:5]1[C:6]([NH2:11])=[N:7][CH:8]=[CH:9][CH:10]=1)(=[O:4])=[O:3].[Br:12]N1C(=O)CCC1=O. The catalyst is C(#N)C. The product is [Br:12][C:9]1[CH:10]=[C:5]([S:2]([CH3:1])(=[O:4])=[O:3])[C:6]([NH2:11])=[N:7][CH:8]=1. The yield is 0.510. (4) The reactants are C1(P(C2C=CC=CC=2)C2C=CC=CC=2)C=CC=CC=1.BrN1C(=O)CCC1=O.[CH:28]1([CH2:33][CH:34]([C:38]2[CH:43]=[CH:42][C:41]([Cl:44])=[C:40]([Cl:45])[CH:39]=2)[C:35]([OH:37])=O)[CH2:32][CH2:31][CH2:30][CH2:29]1.[NH2:46][C:47]1[CH:54]=[CH:53][C:50]([C:51]#[N:52])=[CH:49][N:48]=1.N1C=CC=CC=1. The catalyst is C(Cl)Cl.O. The product is [C:51]([C:50]1[CH:53]=[CH:54][C:47]([NH:46][C:35](=[O:37])[CH:34]([C:38]2[CH:43]=[CH:42][C:41]([Cl:44])=[C:40]([Cl:45])[CH:39]=2)[CH2:33][CH:28]2[CH2:29][CH2:30][CH2:31][CH2:32]2)=[N:48][CH:49]=1)#[N:52]. The yield is 0.730. (5) The reactants are N1CCCCC1.[F:7][C:8]1[CH:15]=[CH:14][C:13]([F:16])=[CH:12][C:9]=1[CH:10]=O.C(O)(=O)[CH2:18][C:19]([OH:21])=[O:20].Cl. The catalyst is N1C=CC=CC=1. The product is [F:7][C:8]1[CH:15]=[CH:14][C:13]([F:16])=[CH:12][C:9]=1[CH:10]=[CH:18][C:19]([OH:21])=[O:20]. The yield is 0.857. (6) The reactants are [N:1]1([C:6]2[CH:7]=[CH:8][C:9]3[N:10]([CH:12]=[C:13]([NH:15][C:16]([C:18]4[CH:23]=[CH:22][C:21]([C:24]([CH3:29])([CH3:28])[C:25]([OH:27])=O)=[CH:20][CH:19]=4)=[O:17])[N:14]=3)[CH:11]=2)[CH:5]=[CH:4][N:3]=[CH:2]1.[NH2:30][CH2:31][CH:32]([OH:35])[CH2:33][OH:34].CCN=C=NCCCN(C)C.C1C=CC2N(O)N=NC=2C=1. No catalyst specified. The product is [OH:35][CH:32]([CH2:33][OH:34])[CH2:31][NH:30][C:25](=[O:27])[C:24]([C:21]1[CH:20]=[CH:19][C:18]([C:16]([NH:15][C:13]2[N:14]=[C:9]3[CH:8]=[CH:7][C:6]([N:1]4[CH:5]=[CH:4][N:3]=[CH:2]4)=[CH:11][N:10]3[CH:12]=2)=[O:17])=[CH:23][CH:22]=1)([CH3:28])[CH3:29]. The yield is 0.350.